Regression. Given two drug SMILES strings and cell line genomic features, predict the synergy score measuring deviation from expected non-interaction effect. From a dataset of NCI-60 drug combinations with 297,098 pairs across 59 cell lines. (1) Drug 1: CN(C)N=NC1=C(NC=N1)C(=O)N. Drug 2: CCCS(=O)(=O)NC1=C(C(=C(C=C1)F)C(=O)C2=CNC3=C2C=C(C=N3)C4=CC=C(C=C4)Cl)F. Cell line: MALME-3M. Synergy scores: CSS=36.0, Synergy_ZIP=-1.42, Synergy_Bliss=-4.11, Synergy_Loewe=-41.9, Synergy_HSA=-5.42. (2) Drug 1: C1CN1C2=NC(=NC(=N2)N3CC3)N4CC4. Drug 2: C#CCC(CC1=CN=C2C(=N1)C(=NC(=N2)N)N)C3=CC=C(C=C3)C(=O)NC(CCC(=O)O)C(=O)O. Cell line: NCI-H460. Synergy scores: CSS=28.5, Synergy_ZIP=0.885, Synergy_Bliss=-3.49, Synergy_Loewe=-3.84, Synergy_HSA=-3.82. (3) Drug 1: C1CCC(C1)C(CC#N)N2C=C(C=N2)C3=C4C=CNC4=NC=N3. Drug 2: CC1=CC=C(C=C1)C2=CC(=NN2C3=CC=C(C=C3)S(=O)(=O)N)C(F)(F)F. Cell line: TK-10. Synergy scores: CSS=9.23, Synergy_ZIP=1.54, Synergy_Bliss=7.02, Synergy_Loewe=1.93, Synergy_HSA=5.47. (4) Drug 1: CN1CCC(CC1)COC2=C(C=C3C(=C2)N=CN=C3NC4=C(C=C(C=C4)Br)F)OC. Drug 2: C1CCC(CC1)NC(=O)N(CCCl)N=O. Cell line: BT-549. Synergy scores: CSS=21.3, Synergy_ZIP=-2.57, Synergy_Bliss=4.87, Synergy_Loewe=1.44, Synergy_HSA=2.46. (5) Drug 1: CC12CCC3C(C1CCC2=O)CC(=C)C4=CC(=O)C=CC34C. Drug 2: C1C(C(OC1N2C=NC(=NC2=O)N)CO)O. Cell line: 786-0. Synergy scores: CSS=36.3, Synergy_ZIP=-0.128, Synergy_Bliss=1.75, Synergy_Loewe=-2.10, Synergy_HSA=1.20. (6) Drug 1: C1=CC(=C2C(=C1NCCNCCO)C(=O)C3=C(C=CC(=C3C2=O)O)O)NCCNCCO. Drug 2: CCN(CC)CCCC(C)NC1=C2C=C(C=CC2=NC3=C1C=CC(=C3)Cl)OC. Cell line: SK-MEL-28. Synergy scores: CSS=59.8, Synergy_ZIP=11.6, Synergy_Bliss=13.1, Synergy_Loewe=-1.76, Synergy_HSA=15.0.